Task: Predict the reactants needed to synthesize the given product.. Dataset: Full USPTO retrosynthesis dataset with 1.9M reactions from patents (1976-2016) (1) Given the product [I-:15].[CH2:13]([N+:8]1([CH:3]2[CH2:4][CH2:5][CH2:6][CH2:7][CH:2]2[CH3:1])[CH2:12][CH2:11][CH2:10][CH2:9]1)[CH3:14], predict the reactants needed to synthesize it. The reactants are: [CH3:1][CH:2]1[CH2:7][CH2:6][CH2:5][CH2:4][CH:3]1[N:8]1[CH2:12][CH2:11][CH2:10][CH2:9]1.[CH2:13]([I:15])[CH3:14]. (2) The reactants are: [F:1][C:2]1[C:11]([C:12]#[N:13])=[C:6]2[CH:7]([OH:10])[CH2:8][O:9][C:5]2=[CH:4][CH:3]=1.B.C1COCC1.CO. Given the product [NH2:13][CH2:12][C:11]1[C:6]2[CH:7]([OH:10])[CH2:8][O:9][C:5]=2[CH:4]=[CH:3][C:2]=1[F:1], predict the reactants needed to synthesize it. (3) The reactants are: [Cl:1][C:2]1[CH:7]=[CH:6][C:5]([N:8]2[C:17](=[O:18])[C:16]3[C:11](=[CH:12][C:13]([O:19]C)=[CH:14][CH:15]=3)[N:10]=[C:9]2[N:21]([CH2:24][CH3:25])[CH2:22][CH3:23])=[CH:4][CH:3]=1.C(=O)([O-])O.[Na+]. Given the product [Cl:1][C:2]1[CH:3]=[CH:4][C:5]([N:8]2[C:17](=[O:18])[C:16]3[C:11](=[CH:12][C:13]([OH:19])=[CH:14][CH:15]=3)[N:10]=[C:9]2[N:21]([CH2:24][CH3:25])[CH2:22][CH3:23])=[CH:6][CH:7]=1, predict the reactants needed to synthesize it. (4) Given the product [S:14]([O:25][CH2:27][CH2:28][CH2:29][CH2:30][CH3:31])(=[O:37])(=[O:24])[CH3:15], predict the reactants needed to synthesize it. The reactants are: [H-].[Na+].OC1C=CC(C2C3C=C(N(C)C)C=C[C:15]=3[S:14](=[O:25])(=[O:24])CCC2)=CC=1.I[CH2:27][CH2:28][CH2:29][CH2:30][CH2:31]I.CN(C=[O:37])C. (5) Given the product [CH3:1][C:2]1([C:7]2([CH:10]=[O:11])[CH2:9][CH2:8]2)[O:3][CH2:4][CH2:5][O:6]1, predict the reactants needed to synthesize it. The reactants are: [CH3:1][C:2]1([C:7]2([CH2:10][OH:11])[CH2:9][CH2:8]2)[O:6][CH2:5][CH2:4][O:3]1.C([O-])(=O)C.[Na+].[Cr](Cl)([O-])(=O)=O.[NH+]1C=CC=CC=1. (6) The reactants are: F[C:2]1[CH:7]=[C:6]([F:8])[CH:5]=[CH:4][C:3]=1[N+:9]([O-])=O.C([O:19][CH2:20][C@@H:21]([OH:26])[C:22]([F:25])([F:24])[F:23])C1C=CC=CC=1. Given the product [NH2:9][C:3]1[CH:4]=[CH:5][C:6]([F:8])=[CH:7][C:2]=1[O:26][C@@H:21]([C:22]([F:25])([F:24])[F:23])[CH2:20][OH:19], predict the reactants needed to synthesize it. (7) Given the product [CH2:9]([C:2]1([CH2:3][C:4]([O:6][CH2:7][CH3:8])=[O:5])[O:15][CH2:14][CH2:13][CH2:12][O:1]1)[CH2:10][CH3:11], predict the reactants needed to synthesize it. The reactants are: [O:1]=[C:2]([CH2:9][CH2:10][CH3:11])[CH2:3][C:4]([O:6][CH2:7][CH3:8])=[O:5].[CH2:12](O)[CH2:13][CH2:14][OH:15].C(OC)(OC)OC.C(N(CC)CC)C. (8) Given the product [CH:1]([O:4][C:5]1[CH:10]=[C:9]([C:11]2[N:21]=[CH:19][NH:24][N:12]=2)[CH:8]=[C:7]([C:15]([F:18])([F:17])[F:16])[N:6]=1)([CH3:3])[CH3:2], predict the reactants needed to synthesize it. The reactants are: [CH:1]([O:4][C:5]1[CH:10]=[C:9]([C:11](SC)=[NH:12])[CH:8]=[C:7]([C:15]([F:18])([F:17])[F:16])[N:6]=1)([CH3:3])[CH3:2].[CH:19]([NH:21]N)=O.C[N:24](C=O)C. (9) Given the product [CH3:21][C:17]([N:14]1[CH2:13][CH2:12][NH:11][CH2:16][CH2:15]1)([CH3:20])[CH2:18][F:19], predict the reactants needed to synthesize it. The reactants are: C(OC([N:11]1[CH2:16][CH2:15][N:14]([C:17]([CH3:21])([CH3:20])[CH2:18][F:19])[CH2:13][CH2:12]1)=O)C1C=CC=CC=1. (10) Given the product [F:20][C:2]([F:19])([F:1])[C:3]([N:5]1[CH2:11][CH:10]([CH3:12])[C:9]2[CH:13]=[C:14]([Cl:18])[C:15]([O:17][CH2:23][CH:22]=[CH2:21])=[CH:16][C:8]=2[CH2:7][CH2:6]1)=[O:4], predict the reactants needed to synthesize it. The reactants are: [F:1][C:2]([F:20])([F:19])[C:3]([N:5]1[CH2:11][CH:10]([CH3:12])[C:9]2[CH:13]=[C:14]([Cl:18])[C:15]([OH:17])=[CH:16][C:8]=2[CH2:7][CH2:6]1)=[O:4].[CH2:21](Br)[CH:22]=[CH2:23].C1CCN2C(=NCCC2)CC1.